From a dataset of Catalyst prediction with 721,799 reactions and 888 catalyst types from USPTO. Predict which catalyst facilitates the given reaction. (1) Reactant: Cl[C:2]1[C:11]2=[N:12][N:13](CC3C=CC(OC)=CC=3)[CH:14]=[C:10]2[C:9]2[CH:8]=[CH:7][CH:6]=[CH:5][C:4]=2[N:3]=1.[NH:24]1[C:32]2[C:27](=[CH:28][C:29]([NH2:33])=[CH:30][CH:31]=2)[CH:26]=[CH:25]1.Cl. Product: [NH:24]1[C:32]2[C:27](=[CH:28][C:29]([NH:33][C:2]3[C:11]4=[N:12][NH:13][CH:14]=[C:10]4[C:9]4[CH:8]=[CH:7][CH:6]=[CH:5][C:4]=4[N:3]=3)=[CH:30][CH:31]=2)[CH:26]=[CH:25]1. The catalyst class is: 71. (2) Product: [F:42][C:41]([F:44])([F:43])[C:39]([OH:45])=[O:40].[C@H:25]1([NH:24][C:3]([C@@H:2]2[CH2:6][CH2:7][CH2:8][NH:1]2)=[O:5])[C:17]2[C:18](=[CH:30][CH:31]=[CH:26][CH:27]=2)[CH2:19][CH2:20][CH2:21]1. The catalyst class is: 454. Reactant: [N:1]1(C(OC(C)(C)C)=O)[CH2:8][CH2:7][CH2:6][C@H:2]1[C:3]([OH:5])=O.O[C:17]1[C:25]2[N:24]=NN[C:21]=2[CH:20]=[CH:19][CH:18]=1.[CH2:26](Cl)[CH2:27]Cl.[CH3:30][CH2:31]N(C(C)C)C(C)C.[C:39]([OH:45])([C:41]([F:44])([F:43])[F:42])=[O:40]. (3) Reactant: [OH:1][C:2]1[CH:14]=[CH:13][C:12]2[C:11]3[C:6](=[CH:7][CH:8]=[CH:9][CH:10]=3)[NH:5][C:4]=2[CH:3]=1.[N:15]12[CH2:22][CH2:21][CH:18]([CH2:19][CH2:20]1)[CH:17](O)[CH2:16]2.C1(P(C2C=CC=CC=2)C2C=CC=CC=2)C=CC=CC=1.CCOC(/N=N/C(OCC)=O)=O. Product: [N:15]12[CH2:22][CH2:21][CH:18]([CH2:19][CH2:20]1)[CH:17]([O:1][C:2]1[CH:14]=[CH:13][C:12]3[C:11]4[C:6](=[CH:7][CH:8]=[CH:9][CH:10]=4)[NH:5][C:4]=3[CH:3]=1)[CH2:16]2. The catalyst class is: 266. (4) Reactant: [F:1][C:2]1[CH:7]=[CH:6][CH:5]=[CH:4][C:3]=1[C:8]1[CH:17]=[C:16]([C:18]2[N:27]=[CH:26][CH:25]=[C:24]3[C:19]=2[CH:20]=[CH:21][N:22]=[C:23]3[NH2:28])[C:15]2[C:10](=[N:11][CH:12]=[CH:13][CH:14]=2)[N:9]=1.[H-].[Na+].Cl.[CH3:32][N:33]([CH2:35][C:36](Cl)=[O:37])[CH3:34]. Product: [CH3:32][N:33]([CH3:34])[CH2:35][C:36]([NH:28][C:23]1[C:24]2[C:19](=[C:18]([C:16]3[C:15]4[C:10](=[N:11][CH:12]=[CH:13][CH:14]=4)[N:9]=[C:8]([C:3]4[CH:4]=[CH:5][CH:6]=[CH:7][C:2]=4[F:1])[CH:17]=3)[N:27]=[CH:26][CH:25]=2)[CH:20]=[CH:21][N:22]=1)=[O:37]. The catalyst class is: 3. (5) Reactant: [CH3:1][N:2]1[C:6]([C:7](=[N:14][O:15][CH2:16][C:17]2[N:22]=[C:21]([NH2:23])[CH:20]=[CH:19][CH:18]=2)[C:8]2[CH:13]=[CH:12][CH:11]=[CH:10][CH:9]=2)=[N:5][N:4]=[N:3]1.N1C=CC=CC=1.[C:30](Cl)(=[O:37])[O:31][CH2:32][CH2:33][CH2:34][CH2:35][Cl:36]. Product: [CH3:1][N:2]1[C:6](/[C:7](=[N:14]\[O:15][CH2:16][C:17]2[N:22]=[C:21]([NH:23][C:30](=[O:37])[O:31][CH2:32][CH2:33][CH2:34][CH2:35][Cl:36])[CH:20]=[CH:19][CH:18]=2)/[C:8]2[CH:9]=[CH:10][CH:11]=[CH:12][CH:13]=2)=[N:5][N:4]=[N:3]1. The catalyst class is: 4.